From a dataset of NCI-60 drug combinations with 297,098 pairs across 59 cell lines. Regression. Given two drug SMILES strings and cell line genomic features, predict the synergy score measuring deviation from expected non-interaction effect. (1) Drug 1: CC1=C2C(C(=O)C3(C(CC4C(C3C(C(C2(C)C)(CC1OC(=O)C(C(C5=CC=CC=C5)NC(=O)OC(C)(C)C)O)O)OC(=O)C6=CC=CC=C6)(CO4)OC(=O)C)OC)C)OC. Drug 2: CC(C1=C(C=CC(=C1Cl)F)Cl)OC2=C(N=CC(=C2)C3=CN(N=C3)C4CCNCC4)N. Cell line: HL-60(TB). Synergy scores: CSS=73.4, Synergy_ZIP=8.69, Synergy_Bliss=9.24, Synergy_Loewe=-11.3, Synergy_HSA=8.69. (2) Drug 1: CCCS(=O)(=O)NC1=C(C(=C(C=C1)F)C(=O)C2=CNC3=C2C=C(C=N3)C4=CC=C(C=C4)Cl)F. Drug 2: COC1=CC(=CC(=C1O)OC)C2C3C(COC3=O)C(C4=CC5=C(C=C24)OCO5)OC6C(C(C7C(O6)COC(O7)C8=CC=CS8)O)O. Cell line: OVCAR3. Synergy scores: CSS=31.3, Synergy_ZIP=-4.96, Synergy_Bliss=-1.23, Synergy_Loewe=-24.4, Synergy_HSA=-2.27. (3) Drug 1: C1=CC(=C2C(=C1NCCNCCO)C(=O)C3=C(C=CC(=C3C2=O)O)O)NCCNCCO. Drug 2: CC1OCC2C(O1)C(C(C(O2)OC3C4COC(=O)C4C(C5=CC6=C(C=C35)OCO6)C7=CC(=C(C(=C7)OC)O)OC)O)O. Cell line: SF-539. Synergy scores: CSS=54.5, Synergy_ZIP=4.31, Synergy_Bliss=3.18, Synergy_Loewe=2.53, Synergy_HSA=8.50. (4) Drug 1: C1CCC(C(C1)N)N.C(=O)(C(=O)[O-])[O-].[Pt+4]. Drug 2: CC12CCC3C(C1CCC2OP(=O)(O)O)CCC4=C3C=CC(=C4)OC(=O)N(CCCl)CCCl.[Na+]. Cell line: SW-620. Synergy scores: CSS=41.3, Synergy_ZIP=0.436, Synergy_Bliss=0.374, Synergy_Loewe=-44.2, Synergy_HSA=0.300. (5) Drug 1: CC1=CC2C(CCC3(C2CCC3(C(=O)C)OC(=O)C)C)C4(C1=CC(=O)CC4)C. Drug 2: C1=C(C(=O)NC(=O)N1)F. Cell line: SF-295. Synergy scores: CSS=29.2, Synergy_ZIP=-5.32, Synergy_Bliss=-6.21, Synergy_Loewe=-16.6, Synergy_HSA=-8.26.